This data is from Full USPTO retrosynthesis dataset with 1.9M reactions from patents (1976-2016). The task is: Predict the reactants needed to synthesize the given product. (1) Given the product [O:14]1[C:3]2[CH:2]=[CH:1][C:6]([CH:7]=[CH:8][C:9]([NH:26][C:27]3[S:28][CH:29]=[C:30]([C:32]4[CH:33]=[CH:34][C:35]([Cl:38])=[CH:36][CH:37]=4)[N:31]=3)=[O:11])=[CH:5][C:4]=2[O:12][CH2:13]1, predict the reactants needed to synthesize it. The reactants are: [CH:1]1[C:6](/[CH:7]=[CH:8]/[C:9]([OH:11])=O)=[CH:5][C:4]2[O:12][CH2:13][O:14][C:3]=2[CH:2]=1.CN(C=O)C.C(Cl)(=O)C(Cl)=O.[NH2:26][C:27]1[S:28][CH:29]=[C:30]([C:32]2[CH:37]=[CH:36][C:35]([Cl:38])=[CH:34][CH:33]=2)[N:31]=1. (2) Given the product [OH:15][C:4]1[CH:5]=[C:6]([CH2:9][C:10]([O:12][CH2:13][CH3:14])=[O:11])[CH:7]=[CH:8][C:3]=1[CH2:1][CH3:2], predict the reactants needed to synthesize it. The reactants are: [CH2:1]([C:3]1[CH:8]=[CH:7][C:6]([CH2:9][C:10]([O:12][CH2:13][CH3:14])=[O:11])=[CH:5][C:4]=1[O:15]C)[CH3:2].